From a dataset of Peptide-MHC class I binding affinity with 185,985 pairs from IEDB/IMGT. Regression. Given a peptide amino acid sequence and an MHC pseudo amino acid sequence, predict their binding affinity value. This is MHC class I binding data. The peptide sequence is LTRDSFGIV. The MHC is HLA-A30:01 with pseudo-sequence HLA-A30:01. The binding affinity (normalized) is 0.536.